Predict the product of the given reaction. From a dataset of Forward reaction prediction with 1.9M reactions from USPTO patents (1976-2016). (1) The product is: [C:25]([O:24][C:22](=[O:23])[N:9]([CH2:8][CH:7]([O:6][Si:5]([C:1]([CH3:4])([CH3:3])[CH3:2])([CH3:20])[CH3:21])[C:13]1[CH:14]=[N:15][C:16]([Cl:19])=[CH:17][CH:18]=1)[CH2:10][CH2:11][OH:12])([CH3:28])([CH3:27])[CH3:26]. Given the reactants [C:1]([Si:5]([CH3:21])([CH3:20])[O:6][CH:7]([C:13]1[CH:14]=[N:15][C:16]([Cl:19])=[CH:17][CH:18]=1)[CH2:8][NH:9][CH2:10][CH2:11][OH:12])([CH3:4])([CH3:3])[CH3:2].[C:22](O[C:22]([O:24][C:25]([CH3:28])([CH3:27])[CH3:26])=[O:23])([O:24][C:25]([CH3:28])([CH3:27])[CH3:26])=[O:23], predict the reaction product. (2) Given the reactants C([O:3][C:4](=O)[C:5]([OH:23])([C:19]([F:22])([F:21])[F:20])[CH2:6][C:7]([C:10]1[CH:15]=[C:14]([F:16])[CH:13]=[CH:12][C:11]=1[O:17][CH3:18])([CH3:9])[CH3:8])C.[H-].[Al+3].[Li+].[H-].[H-].[H-], predict the reaction product. The product is: [F:16][C:14]1[CH:13]=[CH:12][C:11]([O:17][CH3:18])=[C:10]([C:7]([CH3:9])([CH3:8])[CH2:6][C:5]([C:19]([F:21])([F:22])[F:20])([OH:23])[CH2:4][OH:3])[CH:15]=1. (3) Given the reactants [CH3:1][C:2]1([CH3:31])[C:8](=[O:9])[NH:7][C:6]2[N:10]=[CH:11][C:12](/[CH:14]=[CH:15]/[C:16]([N:18]([CH3:30])[CH2:19][C:20]3[O:21][C:22]4[CH:29]=[CH:28][CH:27]=[CH:26][C:23]=4[C:24]=3[CH3:25])=[O:17])=[CH:13][C:5]=2[CH2:4][NH:3]1.[ClH:32], predict the reaction product. The product is: [ClH:32].[CH3:1][C:2]1([CH3:31])[C:8](=[O:9])[NH:7][C:6]2[N:10]=[CH:11][C:12](/[CH:14]=[CH:15]/[C:16]([N:18]([CH3:30])[CH2:19][C:20]3[O:21][C:22]4[CH:29]=[CH:28][CH:27]=[CH:26][C:23]=4[C:24]=3[CH3:25])=[O:17])=[CH:13][C:5]=2[CH2:4][NH:3]1. (4) The product is: [O:67]([C:68]1[CH:69]=[CH:19][C:18]([NH:17][C:2]2[CH:11]=[CH:10][N:9]=[C:8]3[C:3]=2[C:4]2[CH:16]=[CH:15][CH:14]=[CH:13][C:5]=2[C:6](=[O:12])[NH:7]3)=[CH:23][CH:22]=1)[C:66]1[CH:26]=[CH:25][CH:24]=[CH:29][CH:65]=1. Given the reactants Cl[C:2]1[CH:11]=[CH:10][N:9]=[C:8]2[C:3]=1[C:4]1[CH:16]=[CH:15][CH:14]=[CH:13][C:5]=1[C:6](=[O:12])[NH:7]2.[NH2:17][C:18]1[CH:19]=NC=[CH:22][CH:23]=1.[CH:24]1(P([CH:24]2[CH2:29]CC[CH2:26][CH2:25]2)C2C=CC=CC=2C2C(C(C)C)=CC(C(C)C)=CC=2C(C)C)[CH2:29]CC[CH2:26][CH2:25]1.CC(C)([O-])C.[Na+].O1[CH2:69][CH2:68][O:67][CH2:66][CH2:65]1, predict the reaction product.